Dataset: Forward reaction prediction with 1.9M reactions from USPTO patents (1976-2016). Task: Predict the product of the given reaction. (1) Given the reactants [CH2:1]([C@H:8]1[CH2:12][O:11][C:10](=[O:13])[N:9]1[C:14](=[O:49])[C@@H:15]([O:47][CH3:48])[C@H:16](O)[C:17]1[C:26]2[C:21](=[CH:22][CH:23]=[CH:24][CH:25]=2)[C:20]([O:27][CH2:28][CH2:29][C:30]2[N:31]=[C:32]([C:36]3[CH:41]=[CH:40][C:39]([C:42]([F:45])([F:44])[F:43])=[CH:38][CH:37]=3)[O:33][C:34]=2[CH3:35])=[CH:19][CH:18]=1)[C:2]1[CH:7]=[CH:6][CH:5]=[CH:4][CH:3]=1.C([SiH](CC)CC)C, predict the reaction product. The product is: [CH2:1]([C@H:8]1[CH2:12][O:11][C:10](=[O:13])[N:9]1[C:14](=[O:49])[C@@H:15]([O:47][CH3:48])[CH2:16][C:17]1[C:26]2[C:21](=[CH:22][CH:23]=[CH:24][CH:25]=2)[C:20]([O:27][CH2:28][CH2:29][C:30]2[N:31]=[C:32]([C:36]3[CH:37]=[CH:38][C:39]([C:42]([F:43])([F:44])[F:45])=[CH:40][CH:41]=3)[O:33][C:34]=2[CH3:35])=[CH:19][CH:18]=1)[C:2]1[CH:7]=[CH:6][CH:5]=[CH:4][CH:3]=1. (2) Given the reactants [Cl:1][C:2]1[C:7]([F:8])=[CH:6][CH:5]=[CH:4][C:3]=1[C@:9]([C@@H:18]1[CH2:23][CH2:22][CH2:21][N:20]([C:24](=[O:45])[NH:25][C@H:26]([CH2:35][N:36]([CH3:44])C(OC(C)(C)C)=O)[C@H:27]([CH:29]2[CH2:34][CH2:33][CH2:32][CH2:31][CH2:30]2)[OH:28])[CH2:19]1)([OH:17])[CH2:10][CH2:11][CH2:12][NH:13]C(=O)[O-].[C:46]([OH:52])(C(F)(F)F)=[O:47].[CH2:53](Cl)Cl, predict the reaction product. The product is: [Cl:1][C:2]1[C:7]([F:8])=[CH:6][CH:5]=[CH:4][C:3]=1[C@:9]([C@@H:18]1[CH2:23][CH2:22][CH2:21][N:20]([C:24](=[O:45])[NH:25][C@H:26]([CH2:35][NH:36][CH3:44])[C@H:27]([CH:29]2[CH2:34][CH2:33][CH2:32][CH2:31][CH2:30]2)[OH:28])[CH2:19]1)([OH:17])[CH2:10][CH2:11][CH2:12][NH:13][C:46](=[O:47])[O:52][CH3:53]. (3) Given the reactants C[O:2][C:3]1[CH:4]=[C:5]([CH2:9][CH2:10][NH2:11])[CH:6]=[CH:7][CH:8]=1.Br.C(N(CC)CC)C, predict the reaction product. The product is: [NH2:11][CH2:10][CH2:9][C:5]1[CH:4]=[C:3]([OH:2])[CH:8]=[CH:7][CH:6]=1. (4) Given the reactants C[C:2]([CH3:5])([O-])[CH3:3].[K+].[C:7]([O:11][C:12]([N:14]1[C:18](=[O:19])[CH2:17][CH2:16][C@H:15]1[CH2:20][C:21]1[CH:26]=[CH:25][C:24]([C:27]2[CH:32]=[CH:31][CH:30]=[CH:29][CH:28]=2)=[CH:23][CH:22]=1)=[O:13])([CH3:10])([CH3:9])[CH3:8].[Cl-].[Li+], predict the reaction product. The product is: [C:7]([O:11][C:12]([N:14]1[C@H:15]([CH2:20][C:21]2[CH:22]=[CH:23][C:24]([C:27]3[CH:28]=[CH:29][CH:30]=[CH:31][CH:32]=3)=[CH:25][CH:26]=2)[CH2:16]/[C:17](=[CH:12]\[N:14]([CH:15]([CH3:20])[CH3:16])[CH:2]([CH3:5])[CH3:3])/[C:18]1=[O:19])=[O:13])([CH3:10])([CH3:8])[CH3:9]. (5) Given the reactants [F:1][C:2]1[CH:3]=[C:4]2[C:9](=[CH:10][C:11]=1[N:12]1[CH2:17][CH2:16][O:15][CH2:14][CH2:13]1)[N:8]([CH:18]([C:20]1[CH:25]=[CH:24][C:23]([C:26]([F:29])([F:28])[F:27])=[CH:22][CH:21]=1)[CH3:19])[CH:7]=[C:6]([C:30](=[NH:45])[NH:31][O:32][C:33](=O)[C:34]([C:37]1[CH:42]=[CH:41][C:40]([F:43])=[CH:39][CH:38]=1)([CH3:36])[CH3:35])[C:5]2=[O:46], predict the reaction product. The product is: [F:1][C:2]1[CH:3]=[C:4]2[C:9](=[CH:10][C:11]=1[N:12]1[CH2:13][CH2:14][O:15][CH2:16][CH2:17]1)[N:8]([CH:18]([C:20]1[CH:21]=[CH:22][C:23]([C:26]([F:29])([F:27])[F:28])=[CH:24][CH:25]=1)[CH3:19])[CH:7]=[C:6]([C:30]1[N:45]=[C:33]([C:34]([C:37]3[CH:42]=[CH:41][C:40]([F:43])=[CH:39][CH:38]=3)([CH3:36])[CH3:35])[O:32][N:31]=1)[C:5]2=[O:46]. (6) Given the reactants C([O:5][C:6](=[O:44])[C:7]([CH3:43])([S:9][C:10]1[CH:42]=[CH:41][C:13]([C:14]([O:16][CH2:17][C:18]2[N:19]=[N:20][N:21]([CH2:23][C:24]3[CH:29]=[CH:28][C:27]([C:30]([O:39][CH3:40])([C:35]([F:38])([F:37])[F:36])[C:31]([F:34])([F:33])[F:32])=[CH:26][CH:25]=3)[CH:22]=2)=[O:15])=[CH:12][CH:11]=1)[CH3:8])(C)(C)C.Cl, predict the reaction product. The product is: [F:34][C:31]([F:32])([F:33])[C:30]([C:27]1[CH:28]=[CH:29][C:24]([CH2:23][N:21]2[CH:22]=[C:18]([CH2:17][O:16][C:14]([C:13]3[CH:41]=[CH:42][C:10]([S:9][C:7]([CH3:43])([CH3:8])[C:6]([OH:44])=[O:5])=[CH:11][CH:12]=3)=[O:15])[N:19]=[N:20]2)=[CH:25][CH:26]=1)([O:39][CH3:40])[C:35]([F:38])([F:37])[F:36]. (7) Given the reactants [Si]([O:8][C@@H:9]([CH3:42])[C@@H:10]([NH:31][C:32]1[CH:39]=[CH:38][C:35]([C:36]#[N:37])=[C:34]([Cl:40])[C:33]=1[CH3:41])[C:11]1[O:12][C:13]([C:16]2[CH:21]=[CH:20][C:19]([CH2:22][O:23][Si](C(C)(C)C)(C)C)=[CH:18][CH:17]=2)=[N:14][N:15]=1)(C(C)(C)C)(C)C.CCCC[N+](CCCC)(CCCC)CCCC.[F-], predict the reaction product. The product is: [Cl:40][C:34]1[C:33]([CH3:41])=[C:32]([NH:31][C@@H:10]([C:11]2[O:12][C:13]([C:16]3[CH:17]=[CH:18][C:19]([CH2:22][OH:23])=[CH:20][CH:21]=3)=[N:14][N:15]=2)[C@@H:9]([OH:8])[CH3:42])[CH:39]=[CH:38][C:35]=1[C:36]#[N:37]. (8) Given the reactants [CH:1]1([N:4]2[C:8]([C:9]3[CH:14]=[CH:13][C:12]([N+:15]([O-])=O)=[C:11]([CH3:18])[CH:10]=3)=[N:7][N:6]=[N:5]2)[CH2:3][CH2:2]1.[H][H], predict the reaction product. The product is: [CH:1]1([N:4]2[C:8]([C:9]3[CH:14]=[CH:13][C:12]([NH2:15])=[C:11]([CH3:18])[CH:10]=3)=[N:7][N:6]=[N:5]2)[CH2:3][CH2:2]1. (9) The product is: [CH3:29][N:24]([CH3:23])[CH2:25][C:26]([NH:30][C:31]1[CH:38]=[CH:37][C:34]([CH2:35][OH:36])=[CH:33][CH:32]=1)=[O:27]. Given the reactants C1C=CC2N(O)N=NC=2C=1.CCN=C=NCCCN(C)C.Cl.[CH3:23][N:24]1[CH2:29]C[O:27][CH2:26][CH2:25]1.[NH2:30][C:31]1[CH:38]=[CH:37][C:34]([CH2:35][OH:36])=[CH:33][CH:32]=1.Cl.CN(C)CC(O)=O.C(=O)(O)[O-].[Na+], predict the reaction product. (10) The product is: [NH2:25][C:8]1[N:7]=[C:6]([O:5][CH2:1][CH2:2][CH2:3][CH3:4])[N:14]=[C:13]2[C:9]=1[NH:10][C:11](=[O:23])[N:12]2[CH2:15][CH2:16][CH:17]1[CH2:18][CH2:19][N:20]([CH:27]([CH2:30][CH3:31])[CH2:28][CH3:29])[CH2:21][CH2:22]1. Given the reactants [CH2:1]([O:5][C:6]1[N:14]=[C:13]2[C:9]([N:10]=[C:11]([O:23]C)[N:12]2[CH2:15][CH2:16][CH:17]2[CH2:22][CH2:21][NH:20][CH2:19][CH2:18]2)=[C:8]([NH2:25])[N:7]=1)[CH2:2][CH2:3][CH3:4].Br[CH:27]([CH2:30][CH3:31])[CH2:28][CH3:29], predict the reaction product.